This data is from Full USPTO retrosynthesis dataset with 1.9M reactions from patents (1976-2016). The task is: Predict the reactants needed to synthesize the given product. (1) Given the product [CH3:18][S:19]([C:22]1[CH:23]=[C:24]([C:9]2[S:10][C:5]3[C:4]([N:12]4[CH2:17][CH2:16][O:15][CH2:14][CH2:13]4)=[N:3][C:2]([C:38]4[CH:37]=[N:39][C:2]([NH2:7])=[N:3][CH:4]=4)=[N:7][C:6]=3[N:8]=2)[CH:25]=[CH:26][CH:27]=1)(=[O:21])=[O:20], predict the reactants needed to synthesize it. The reactants are: Cl[C:2]1[N:3]=[C:4]([N:12]2[CH2:17][CH2:16][O:15][CH2:14][CH2:13]2)[C:5]2[S:10][C:9](I)=[N:8][C:6]=2[N:7]=1.[CH3:18][S:19]([C:22]1[CH:23]=[C:24](B(O)O)[CH:25]=[CH:26][CH:27]=1)(=[O:21])=[O:20].C(=O)([O-])[O-].[Na+].[Na+].[C:37](#[N:39])[CH3:38]. (2) Given the product [CH:11]1([CH2:17][O:1][C:2]2[C:6]([C:7]#[N:8])=[C:5]([S:9][CH3:10])[S:4][N:3]=2)[CH2:16][CH2:15][CH2:14][CH2:13][CH2:12]1, predict the reactants needed to synthesize it. The reactants are: [OH:1][C:2]1[C:6]([C:7]#[N:8])=[C:5]([S:9][CH3:10])[S:4][N:3]=1.[CH:11]1([CH2:17]O)[CH2:16][CH2:15][CH2:14][CH2:13][CH2:12]1.C1(P(C2C=CC=CC=2)C2C=CC=CN=2)C=CC=CC=1.CN1CCN(C(N=NC(N2CCN(C)CC2)=O)=O)CC1.